Regression. Given a peptide amino acid sequence and an MHC pseudo amino acid sequence, predict their binding affinity value. This is MHC class I binding data. From a dataset of Peptide-MHC class I binding affinity with 185,985 pairs from IEDB/IMGT. (1) The peptide sequence is EYKKSLYKF. The MHC is BoLA-T2b with pseudo-sequence BoLA-T2b. The binding affinity (normalized) is 0.241. (2) The peptide sequence is FHYYMSDQL. The MHC is H-2-Kb with pseudo-sequence H-2-Kb. The binding affinity (normalized) is 0.489. (3) The binding affinity (normalized) is 0.418. The MHC is HLA-B40:02 with pseudo-sequence HLA-B40:02. The peptide sequence is SEISVILQEL. (4) The peptide sequence is LITLILSNKL. The MHC is HLA-A68:02 with pseudo-sequence HLA-A68:02. The binding affinity (normalized) is 0.325. (5) The peptide sequence is MLDPRFVKQ. The MHC is HLA-A26:01 with pseudo-sequence HLA-A26:01. The binding affinity (normalized) is 0.0847. (6) The peptide sequence is RGTKVILHL. The MHC is Mamu-B3901 with pseudo-sequence Mamu-B3901. The binding affinity (normalized) is 0.819. (7) The peptide sequence is LHYEGGAAL. The MHC is HLA-A03:01 with pseudo-sequence HLA-A03:01. The binding affinity (normalized) is 0. (8) The peptide sequence is NTTQQGDMY. The MHC is HLA-B15:09 with pseudo-sequence HLA-B15:09. The binding affinity (normalized) is 0.0847.